This data is from Catalyst prediction with 721,799 reactions and 888 catalyst types from USPTO. The task is: Predict which catalyst facilitates the given reaction. (1) Reactant: [F:1][C:2]1[CH:27]=[C:26]([C:28]2[O:29][C:30]([CH3:33])=[N:31][N:32]=2)[CH:25]=[CH:24][C:3]=1[O:4][C@H:5]1[CH2:9][CH2:8][N:7]([CH:10]2[CH2:15][CH2:14][N:13](C(OC(C)(C)C)=O)[CH2:12][CH2:11]2)[C:6]1=[O:23].[C:34]([OH:40])([C:36]([F:39])([F:38])[F:37])=[O:35]. Product: [F:37][C:36]([F:39])([F:38])[C:34]([OH:40])=[O:35].[F:1][C:2]1[CH:27]=[C:26]([C:28]2[O:29][C:30]([CH3:33])=[N:31][N:32]=2)[CH:25]=[CH:24][C:3]=1[O:4][C@H:5]1[CH2:9][CH2:8][N:7]([CH:10]2[CH2:11][CH2:12][NH:13][CH2:14][CH2:15]2)[C:6]1=[O:23]. The catalyst class is: 2. (2) Reactant: [CH3:1][O:2][C:3]1[CH:4]=[C:5]([C:13]([O:15]C)=[O:14])[C:6](=[CH:11][CH:12]=1)[C:7]([O:9]C)=[O:8].Cl. The catalyst class is: 74. Product: [CH3:1][O:2][C:3]1[CH:4]=[C:5]([C:13]([OH:15])=[O:14])[C:6](=[CH:11][CH:12]=1)[C:7]([OH:9])=[O:8]. (3) Reactant: [CH3:1][Si:2]([CH3:52])([CH3:51])[CH2:3][CH2:4][O:5][CH2:6][N:7]([CH2:43][O:44][CH2:45][CH2:46][Si:47]([CH3:50])([CH3:49])[CH3:48])[C:8]1[N:13]2[N:14]=[CH:15][C:16]([C:17]3[CH:18]=[N:19][C:20]4[C:25]([CH:26]=3)=[CH:24][C:23]([F:27])=[CH:22][CH:21]=4)=[C:12]2[N:11]=[C:10]([CH:28]([NH:30][C:31]([C:33]2([CH3:41])[CH2:38][O:37][C:36]([CH3:40])([CH3:39])[O:35][CH2:34]2)=[O:32])[CH3:29])[C:9]=1Br.N#N.C([Sn](CCCC)(CCCC)[C:60]([O:62][CH2:63][CH3:64])=[CH2:61])CCC. Product: [CH3:1][Si:2]([CH3:52])([CH3:51])[CH2:3][CH2:4][O:5][CH2:6][N:7]([CH2:43][O:44][CH2:45][CH2:46][Si:47]([CH3:50])([CH3:49])[CH3:48])[C:8]1[N:13]2[N:14]=[CH:15][C:16]([C:17]3[CH:18]=[N:19][C:20]4[C:25]([CH:26]=3)=[CH:24][C:23]([F:27])=[CH:22][CH:21]=4)=[C:12]2[N:11]=[C:10]([CH:28]([NH:30][C:31]([C:33]2([CH3:41])[CH2:38][O:37][C:36]([CH3:40])([CH3:39])[O:35][CH2:34]2)=[O:32])[CH3:29])[C:9]=1[C:60]([O:62][CH2:63][CH3:64])=[CH2:61]. The catalyst class is: 203. (4) Reactant: Br[C:2]1[S:3][C:4]([N:12]([CH2:19][CH3:20])[CH:13]2[CH2:18][CH2:17][O:16][CH2:15][CH2:14]2)=[C:5]([CH3:11])[C:6]=1[C:7]([O:9][CH3:10])=[O:8].[CH3:21][N:22]1[CH2:27][CH2:26][NH:25][CH2:24][CH2:23]1.C([O-])([O-])=O.[Cs+].[Cs+].CC1(C)C2C(=C(P(C3C=CC=CC=3)C3C=CC=CC=3)C=CC=2)OC2C(P(C3C=CC=CC=3)C3C=CC=CC=3)=CC=CC1=2. The catalyst class is: 62. Product: [CH2:19]([N:12]([CH:13]1[CH2:18][CH2:17][O:16][CH2:15][CH2:14]1)[C:4]1[S:3][C:2]([N:25]2[CH2:26][CH2:27][N:22]([CH3:21])[CH2:23][CH2:24]2)=[C:6]([C:7]([O:9][CH3:10])=[O:8])[C:5]=1[CH3:11])[CH3:20]. (5) Reactant: C(OC(=O)[NH:7][C:8]1[CH:13]=[C:12]([N:14]2[CH2:19][CH2:18][O:17][CH2:16][CH2:15]2)[C:11]([C:20]([F:23])([F:22])[F:21])=[CH:10][C:9]=1[NH:24][C:25](=[O:41])[CH2:26][C:27]([C:29]1[CH:34]=[CH:33][CH:32]=[C:31]([C:35]2[O:39][N:38]=[C:37]([CH3:40])[CH:36]=2)[CH:30]=1)=O)(C)(C)C.C(O)(C(F)(F)F)=O. Product: [CH3:40][C:37]1[CH:36]=[C:35]([C:31]2[CH:30]=[C:29]([C:27]3[CH2:26][C:25](=[O:41])[NH:24][C:9]4[CH:10]=[C:11]([C:20]([F:22])([F:21])[F:23])[C:12]([N:14]5[CH2:15][CH2:16][O:17][CH2:18][CH2:19]5)=[CH:13][C:8]=4[N:7]=3)[CH:34]=[CH:33][CH:32]=2)[O:39][N:38]=1. The catalyst class is: 2. (6) Reactant: FC(F)(F)C(O)=O.[CH2:8]([O:12][C:13]1[N:21]=[C:20]2[C:16]([N:17]=[C:18]([O:22][CH3:23])[NH:19]2)=[C:15]([NH2:24])[N:14]=1)[CH2:9][CH2:10][CH3:11].C(=O)([O-])[O-].[K+].[K+].Br[CH2:32][CH:33]1[CH2:38][CH2:37][O:36][C:35]([CH3:40])([CH3:39])[CH2:34]1. Product: [CH2:8]([O:12][C:13]1[N:21]=[C:20]2[C:16]([N:17]=[C:18]([O:22][CH3:23])[N:19]2[CH2:32][CH:33]2[CH2:38][CH2:37][O:36][C:35]([CH3:40])([CH3:39])[CH2:34]2)=[C:15]([NH2:24])[N:14]=1)[CH2:9][CH2:10][CH3:11]. The catalyst class is: 3. (7) Reactant: O[CH:2]1[CH2:7][CH2:6][N:5]([C:8]([O:10][C:11]([CH3:14])([CH3:13])[CH3:12])=[O:9])[CH2:4][CH2:3]1.C(N(CC)CC)C.CS(Cl)(=O)=O.[N+:27]([C:30]1[CH:35]=[CH:34][C:33]([SH:36])=[CH:32][CH:31]=1)([O-:29])=[O:28]. Product: [N+:27]([C:30]1[CH:35]=[CH:34][C:33]([S:36][CH:2]2[CH2:7][CH2:6][N:5]([C:8]([O:10][C:11]([CH3:14])([CH3:13])[CH3:12])=[O:9])[CH2:4][CH2:3]2)=[CH:32][CH:31]=1)([O-:29])=[O:28]. The catalyst class is: 34. (8) Reactant: [Br:1][C:2]1[N:7]=[CH:6][C:5](/[C:8](=[N:11]/[S:12]([C:14]([CH3:17])([CH3:16])[CH3:15])=[O:13])/[CH2:9][CH3:10])=[CH:4][CH:3]=1.CCC(C)[BH-](C(C)CC)C(C)CC.[Li+].[BH4-].[Li+]. Product: [Br:1][C:2]1[N:7]=[CH:6][C:5]([C@@H:8]([NH:11][S:12]([C:14]([CH3:15])([CH3:17])[CH3:16])=[O:13])[CH2:9][CH3:10])=[CH:4][CH:3]=1. The catalyst class is: 1. (9) Reactant: O[CH:2]1[CH:7]2[CH2:8][CH2:9][CH:3]1[CH2:4][CH:5]([C:10]1[NH:18][C:17]3[C:16](=[O:19])[N:15]([CH2:20][CH2:21][CH3:22])[C:14](=[O:23])[N:13]([CH2:24][CH2:25][CH3:26])[C:12]=3[N:11]=1)[CH2:6]2.CC1(C)[O:35][C:33](=[O:34])[CH2:32][C:30](=[O:31])[O:29]1.N1CCCCC1. Product: [O:23]=[C:14]1[N:13]([CH2:24][CH2:25][CH3:26])[C:12]2[N:11]=[C:10]([CH:5]3[CH2:4][CH:3]4[CH:2]([CH:32]([C:33]([OH:35])=[O:34])[C:30]([OH:31])=[O:29])[CH:7]([CH2:8][CH2:9]4)[CH2:6]3)[NH:18][C:17]=2[C:16](=[O:19])[N:15]1[CH2:20][CH2:21][CH3:22]. The catalyst class is: 789. (10) Reactant: C([NH:5][S:6]([C:9]1[CH:14]=[CH:13][C:12]([C:15]2[N:16]=[CH:17][N:18]([C:20]3[N:25]=[C:24]([C:26]([F:29])([F:28])[F:27])[CH:23]=[C:22]([C:30]4[CH:35]=[CH:34][C:33]([Cl:36])=[C:32]([Cl:37])[CH:31]=4)[N:21]=3)[CH:19]=2)=[CH:11][CH:10]=1)(=[O:8])=[O:7])(C)(C)C.C(O)(C(F)(F)F)=O. Product: [Cl:37][C:32]1[CH:31]=[C:30]([C:22]2[CH:23]=[C:24]([C:26]([F:27])([F:28])[F:29])[N:25]=[C:20]([N:18]3[CH:19]=[C:15]([C:12]4[CH:11]=[CH:10][C:9]([S:6]([NH2:5])(=[O:7])=[O:8])=[CH:14][CH:13]=4)[N:16]=[CH:17]3)[N:21]=2)[CH:35]=[CH:34][C:33]=1[Cl:36]. The catalyst class is: 4.